The task is: Predict the product of the given reaction.. This data is from Forward reaction prediction with 1.9M reactions from USPTO patents (1976-2016). (1) The product is: [F:11][C:12]([F:17])([F:16])[C:13]1[NH:14][C:7](=[O:9])[C:3]2[S:4][CH:5]=[CH:6][C:2]=2[N:1]=1. Given the reactants [NH2:1][C:2]1[CH:6]=[CH:5][S:4][C:3]=1[C:7]([O:9]C)=O.[F:11][C:12]([F:17])([F:16])[C:13](N)=[NH:14].FC(F)(F)C(O)=O, predict the reaction product. (2) The product is: [NH2:15][C@H:12]1[C:11]2[C:6](=[CH:7][CH:8]=[CH:9][CH:10]=2)[N:5]([C:26](=[O:29])[CH2:27][CH3:28])[C@@H:4]([CH:1]2[CH2:3][CH2:2]2)[C@@H:13]1[CH3:14]. Given the reactants [CH:1]1([C@H:4]2[C@H:13]([CH3:14])[C@@H:12]([NH:15]C(=O)OCC3C=CC=CC=3)[C:11]3[C:6](=[CH:7][CH:8]=[CH:9][CH:10]=3)[N:5]2[C:26](=[O:29])[CH2:27][CH3:28])[CH2:3][CH2:2]1.C([O-])=O.[NH4+], predict the reaction product. (3) Given the reactants [C:1]([CH2:3][CH2:4][NH:5][CH:6]1[CH2:10][CH2:9][CH2:8][CH2:7]1)#[N:2].CN(C(ON1N=NC2C=CC=NC1=2)=[N+](C)C)C.F[P-](F)(F)(F)(F)F.[C:35]1([CH2:45][C:46]([OH:48])=O)[C:44]2[C:39](=[CH:40][CH:41]=[CH:42][CH:43]=2)[CH:38]=[CH:37][CH:36]=1.C(N(C(C)C)CC)(C)C.[Li+].[Cl-].[C:60]([NH:68][NH2:69])(=O)[C:61]1[CH:66]=[CH:65][N:64]=[CH:63][CH:62]=1.C[O-].[Na+], predict the reaction product. The product is: [CH:6]1([N:5]([CH2:4][CH2:3][C:1]2[NH:69][N:68]=[C:60]([C:61]3[CH:66]=[CH:65][N:64]=[CH:63][CH:62]=3)[N:2]=2)[C:46](=[O:48])[CH2:45][C:35]2[C:44]3[C:39](=[CH:40][CH:41]=[CH:42][CH:43]=3)[CH:38]=[CH:37][CH:36]=2)[CH2:10][CH2:9][CH2:8][CH2:7]1. (4) Given the reactants [C:1](#[N:3])[CH3:2].C([Li])CCC.[CH3:9][O:10][C:11]1[CH:20]=[C:19]([CH3:21])[CH:18]=[CH:17][C:12]=1[C:13](OC)=[O:14].Cl, predict the reaction product. The product is: [CH3:9][O:10][C:11]1[CH:20]=[C:19]([CH3:21])[CH:18]=[CH:17][C:12]=1[C:13](=[O:14])[CH2:2][C:1]#[N:3]. (5) Given the reactants [C:1]1([C:7]#[C:8][C:9]2[C:14]([NH2:15])=[CH:13][CH:12]=[CH:11][N:10]=2)[CH:6]=[CH:5][CH:4]=[CH:3][CH:2]=1, predict the reaction product. The product is: [C:1]1([C:7]2[NH:15][C:14]3[C:9](=[N:10][CH:11]=[CH:12][CH:13]=3)[CH:8]=2)[CH:2]=[CH:3][CH:4]=[CH:5][CH:6]=1. (6) Given the reactants [CH3:1][N:2]([CH3:19])[C:3]([C:5]1[NH:6][C:7]2[C:12]([C:13]=1[C:14](=[O:17])[CH2:15][Br:16])=[CH:11][C:10]([Cl:18])=[CH:9][CH:8]=2)=[O:4].N1C(C)=CC=CC=1C.[CH3:28][C:29]([O:32][C:33](O[C:33]([O:32][C:29]([CH3:31])([CH3:30])[CH3:28])=[O:34])=[O:34])([CH3:31])[CH3:30], predict the reaction product. The product is: [C:29]([O:32][C:33]([N:6]1[C:7]2[C:12](=[CH:11][C:10]([Cl:18])=[CH:9][CH:8]=2)[C:13]([C:14](=[O:17])[CH2:15][Br:16])=[C:5]1[C:3](=[O:4])[N:2]([CH3:19])[CH3:1])=[O:34])([CH3:31])([CH3:30])[CH3:28].